Dataset: Forward reaction prediction with 1.9M reactions from USPTO patents (1976-2016). Task: Predict the product of the given reaction. (1) Given the reactants [C:1]([C:5]1[CH:53]=[CH:52][C:8]([CH2:9][N:10]2[C:14](=[O:15])[N:13]([CH2:16][CH3:17])[C:12]([CH2:18][CH2:19][CH2:20][C:21]3[CH:26]=[CH:25][C:24]([C:27]4[CH:32]=[CH:31][C:30]([O:33][CH3:34])=[C:29]([C@@H:35]([CH3:51])[C:36](N5[C@H](C)[C@H](C6C=CC=CC=6)OC5=O)=[O:37])[CH:28]=4)=[CH:23][CH:22]=3)=[N:11]2)=[CH:7][CH:6]=1)([CH3:4])([CH3:3])[CH3:2].[OH2:54].OO.O.[OH-].[Li+], predict the reaction product. The product is: [C:1]([C:5]1[CH:6]=[CH:7][C:8]([CH2:9][N:10]2[C:14](=[O:15])[N:13]([CH2:16][CH3:17])[C:12]([CH2:18][CH2:19][CH2:20][C:21]3[CH:22]=[CH:23][C:24]([C:27]4[CH:32]=[CH:31][C:30]([O:33][CH3:34])=[C:29]([C@@H:35]([CH3:51])[C:36]([OH:54])=[O:37])[CH:28]=4)=[CH:25][CH:26]=3)=[N:11]2)=[CH:52][CH:53]=1)([CH3:3])([CH3:4])[CH3:2]. (2) Given the reactants [NH2:1][C:2]1[CH:3]=[N:4][CH:5]=[CH:6][C:7]=1[N:8]1[CH2:13][CH2:12][CH2:11][C@H:10]([NH:14][C:15](=[O:21])[O:16][C:17]([CH3:20])([CH3:19])[CH3:18])[CH2:9]1.[C:22]([O:26][C:27]([NH:29][C:30]1[S:38][C:37]2[C:32](=[N:33][C:34](CC)=[CH:35][CH:36]=2)[C:31]=1[C:41]([OH:43])=O)=[O:28])([CH3:25])([CH3:24])[CH3:23].CN(C(ON1N=N[C:54]2C=CC=N[C:53]1=2)=[N+](C)C)C.F[P-](F)(F)(F)(F)F.CCN(C(C)C)C(C)C.CN(C=O)C, predict the reaction product. The product is: [C:22]([O:26][C:27]([NH:29][C:30]1[S:38][C:37]2[C:32](=[N:33][CH:34]=[C:35]([CH2:53][CH3:54])[CH:36]=2)[C:31]=1[C:41]([NH:1][C:2]1[CH:3]=[N:4][CH:5]=[CH:6][C:7]=1[N:8]1[CH2:13][CH2:12][CH2:11][C@H:10]([NH:14][C:15](=[O:21])[O:16][C:17]([CH3:18])([CH3:20])[CH3:19])[CH2:9]1)=[O:43])=[O:28])([CH3:23])([CH3:24])[CH3:25]. (3) Given the reactants [CH2:1]([O:8][C:9]([NH:11][CH2:12][C:13]([OH:15])=O)=[O:10])[C:2]1[CH:7]=[CH:6][CH:5]=[CH:4][CH:3]=1.[NH2:16][CH2:17][C@@H:18]([NH:30][C:31]([O:33][C:34]([CH3:37])([CH3:36])[CH3:35])=[O:32])[CH2:19][CH2:20][CH2:21][NH:22][C:23](=[O:29])[O:24][C:25]([CH3:28])([CH3:27])[CH3:26].C(Cl)CCl.C1C=CC2N(O)N=NC=2C=1, predict the reaction product. The product is: [C:34]([O:33][C:31]([NH:30][C@@H:18]([CH2:19][CH2:20][CH2:21][NH:22][C:23]([O:24][C:25]([CH3:28])([CH3:27])[CH3:26])=[O:29])[CH2:17][NH:16][C:13](=[O:15])[CH2:12][NH:11][C:9](=[O:10])[O:8][CH2:1][C:2]1[CH:3]=[CH:4][CH:5]=[CH:6][CH:7]=1)=[O:32])([CH3:36])([CH3:37])[CH3:35]. (4) Given the reactants [O:1]=[C:2]1[N:6]([C:7]2[CH:8]=[C:9]([CH:13]=[CH:14][CH:15]=2)[C:10](O)=[O:11])[CH2:5][CH2:4][O:3]1.S(Cl)(Cl)=O.[NH3:20], predict the reaction product. The product is: [O:1]=[C:2]1[N:6]([C:7]2[CH:8]=[C:9]([CH:13]=[CH:14][CH:15]=2)[C:10]([NH2:20])=[O:11])[CH2:5][CH2:4][O:3]1.